Dataset: Catalyst prediction with 721,799 reactions and 888 catalyst types from USPTO. Task: Predict which catalyst facilitates the given reaction. (1) Reactant: [Cl:1][C:2]1[CH:7]=[CH:6][C:5]([S:8]([CH:11]([C:24]2[CH:29]=[C:28]([F:30])[CH:27]=[CH:26][C:25]=2[F:31])[C:12]2[N:17]=[CH:16][C:15]([CH:18]=[CH:19][C:20]([O:22][CH3:23])=[O:21])=[CH:14][CH:13]=2)(=[O:10])=[O:9])=[CH:4][CH:3]=1. Product: [Cl:1][C:2]1[CH:7]=[CH:6][C:5]([S:8]([CH:11]([C:24]2[CH:29]=[C:28]([F:30])[CH:27]=[CH:26][C:25]=2[F:31])[C:12]2[N:17]=[CH:16][C:15]([CH2:18][CH2:19][C:20]([O:22][CH3:23])=[O:21])=[CH:14][CH:13]=2)(=[O:10])=[O:9])=[CH:4][CH:3]=1. The catalyst class is: 178. (2) Reactant: Br[CH2:2][C:3]1[C:11]([F:12])=[C:10]([C:13]2[CH:18]=[CH:17][CH:16]=[C:15]([Cl:19])[CH:14]=2)[C:6]2[N:7]=[CH:8][S:9][C:5]=2[CH:4]=1.CC1(C)C(C)(C)OB([C:28]2C=C[C:31]([NH:34][C:35]([NH2:37])=O)=[CH:30][CH:29]=2)O1.CO[CH2:41][CH2:42][O:43][CH3:44].C([OH:47])C.O. Product: [CH2:42]([O:43][C:44](=[O:47])[NH:37][C:35]1[CH:28]=[CH:29][C:30]([CH2:2][C:3]2[C:11]([F:12])=[C:10]([C:13]3[CH:18]=[CH:17][CH:16]=[C:15]([Cl:19])[CH:14]=3)[C:6]3[N:7]=[CH:8][S:9][C:5]=3[CH:4]=2)=[CH:31][N:34]=1)[CH3:41]. The catalyst class is: 73. (3) Reactant: [CH3:1][S-:2].[Na+].[Cl:4][C:5]1[CH:10]=[C:9]([N+:11]([O-:13])=[O:12])[C:8](F)=[CH:7][C:6]=1[Cl:15]. Product: [Cl:4][C:5]1[CH:10]=[C:9]([N+:11]([O-:13])=[O:12])[C:8]([S:2][CH3:1])=[CH:7][C:6]=1[Cl:15]. The catalyst class is: 5. (4) Reactant: [H-].[Na+].C(OP([CH:11]([CH3:17])[C:12]([O:14][CH2:15][CH3:16])=[O:13])(OCC)=O)C.[Br:18][C:19]1[CH:20]=[C:21]2[C:26](=[C:27]([CH:29]=O)[CH:28]=1)[N:25]([CH3:31])[CH2:24][CH2:23][CH2:22]2.O. Product: [Br:18][C:19]1[CH:20]=[C:21]2[C:26](=[C:27](/[CH:29]=[C:11](\[CH3:17])/[C:12]([O:14][CH2:15][CH3:16])=[O:13])[CH:28]=1)[N:25]([CH3:31])[CH2:24][CH2:23][CH2:22]2. The catalyst class is: 11. (5) Reactant: [CH3:1][O:2][C:3](=[O:27])[C:4]1[CH:9]=[CH:8][C:7]([O:10][CH2:11][CH2:12][CH2:13][CH2:14][CH2:15][N:16]2C(=O)C3C(=CC=CC=3)C2=O)=[CH:6][CH:5]=1.NN.O.C(=O)([O-])[O-].[K+].[K+]. Product: [CH3:1][O:2][C:3](=[O:27])[C:4]1[CH:5]=[CH:6][C:7]([O:10][CH2:11][CH2:12][CH2:13][CH2:14][CH2:15][NH2:16])=[CH:8][CH:9]=1. The catalyst class is: 100. (6) Reactant: [Cl:1][C:2]1[C:3]([N:13]2[CH2:16][CH:15](C(O)=O)[CH2:14]2)=[N:4][CH:5]=[C:6]([C:8]([O:10][CH2:11][CH3:12])=[O:9])[CH:7]=1.CCN=C=NCCC[N:28]([CH3:30])C.C1C=CC2N([OH:40])N=NC=2C=1.[C:41]1([S:47]([NH2:50])(=[O:49])=[O:48])[CH:46]=[CH:45][CH:44]=[CH:43][CH:42]=1.CCN(C(C)C)C(C)C. Product: [Cl:1][C:2]1[C:3]([N:13]2[CH2:14][CH:15]([NH:28][C:30]([NH:50][S:47]([C:41]3[CH:46]=[CH:45][CH:44]=[CH:43][CH:42]=3)(=[O:49])=[O:48])=[O:40])[CH2:16]2)=[N:4][CH:5]=[C:6]([CH:7]=1)[C:8]([O:10][CH2:11][CH3:12])=[O:9]. The catalyst class is: 585. (7) Reactant: [F:1][C:2]1([F:13])[CH2:7][CH2:6][CH:5]([C:8]([O:10]CC)=[O:9])[CH2:4][CH2:3]1.O.O.[OH-].[Li+].Cl. Product: [F:1][C:2]1([F:13])[CH2:3][CH2:4][CH:5]([C:8]([OH:10])=[O:9])[CH2:6][CH2:7]1. The catalyst class is: 49. (8) Reactant: [NH2:1][C:2]1[C:3]([CH3:13])=[C:4]([CH:9]=[C:10]([Br:12])[CH:11]=1)[C:5]([O:7][CH3:8])=[O:6].O=[C:15]1[CH2:20][CH2:19][N:18]([C:21]([O:23][C:24]([CH3:27])([CH3:26])[CH3:25])=[O:22])[CH2:17][CH2:16]1.C(O)(=O)C.C(O[BH-](OC(=O)C)OC(=O)C)(=O)C.[Na+]. Product: [Br:12][C:10]1[CH:9]=[C:4]([C:5]([O:7][CH3:8])=[O:6])[C:3]([CH3:13])=[C:2]([NH:1][CH:15]2[CH2:20][CH2:19][N:18]([C:21]([O:23][C:24]([CH3:27])([CH3:26])[CH3:25])=[O:22])[CH2:17][CH2:16]2)[CH:11]=1. The catalyst class is: 68. (9) Reactant: [C:1]([O-:24])(=[O:23])[CH2:2][CH2:3][CH2:4][CH2:5][CH2:6][CH2:7][CH2:8][CH2:9][CH2:10][CH2:11][CH2:12][CH2:13][CH2:14][CH2:15][CH2:16][CH2:17][CH2:18][CH2:19][CH2:20][CH2:21][CH3:22].[Na+].[N+]([O-])([O-])=O.[Ag+:30].O. Product: [C:1]([O-:24])(=[O:23])[CH2:2][CH2:3][CH2:4][CH2:5][CH2:6][CH2:7][CH2:8][CH2:9][CH2:10][CH2:11][CH2:12][CH2:13][CH2:14][CH2:15][CH2:16][CH2:17][CH2:18][CH2:19][CH2:20][CH2:21][CH3:22].[Ag+:30]. The catalyst class is: 107.